This data is from Catalyst prediction with 721,799 reactions and 888 catalyst types from USPTO. The task is: Predict which catalyst facilitates the given reaction. (1) Reactant: [CH:1]1([N:4]2[C:13]3[C:8](=[CH:9][C:10]([F:20])=[C:11]([N:14]4[CH2:19][CH2:18][NH:17][CH2:16][CH2:15]4)[CH:12]=3)[C:7](=[O:21])[C:6]([C:22]([OH:24])=[O:23])=[CH:5]2)[CH2:3][CH2:2]1.N1C=CC=CC=1.[C:31](Cl)(=[O:35])[C:32]([CH3:34])=[CH2:33]. Product: [CH:1]1([N:4]2[C:13]3[C:8](=[CH:9][C:10]([F:20])=[C:11]([N:14]4[CH2:19][CH2:18][N:17]([C:31](=[O:35])[C:32]([CH3:34])=[CH2:33])[CH2:16][CH2:15]4)[CH:12]=3)[C:7](=[O:21])[C:6]([C:22]([OH:24])=[O:23])=[CH:5]2)[CH2:2][CH2:3]1. The catalyst class is: 22. (2) Reactant: [BH4-].[Na+].[C:3]([C:6]1[CH:7]=[C:8]([CH:25]=[CH:26][CH:27]=1)[C:9]([NH:11][C:12]1[C:16]2[CH:17]=[C:18]([F:21])[CH:19]=[CH:20][C:15]=2[O:14][C:13]=1[C:22]([NH2:24])=[O:23])=[O:10])(=[O:5])[CH3:4].O1CCCC1.CO. Product: [F:21][C:18]1[CH:19]=[CH:20][C:15]2[O:14][C:13]([C:22]([NH2:24])=[O:23])=[C:12]([NH:11][C:9](=[O:10])[C:8]3[CH:25]=[CH:26][CH:27]=[C:6]([CH:3]([OH:5])[CH3:4])[CH:7]=3)[C:16]=2[CH:17]=1. The catalyst class is: 6. (3) Reactant: Cl[C:2]1[N:7]=[CH:6][C:5]([C:8]([O:10][CH3:11])=[O:9])=[CH:4][N:3]=1.[Cl:12][C:13]1[CH:18]=[CH:17][C:16](B(O)O)=[CH:15][CH:14]=1.C([O-])([O-])=O.[Na+].[Na+]. Product: [Cl:12][C:13]1[CH:18]=[CH:17][C:16]([C:2]2[N:7]=[CH:6][C:5]([C:8]([O:10][CH3:11])=[O:9])=[CH:4][N:3]=2)=[CH:15][CH:14]=1. The catalyst class is: 551. (4) Reactant: [C:1]([O:5][C:6]([N:8]1[CH2:12][CH2:11][CH2:10][C:9]1=[O:13])=[O:7])([CH3:4])([CH3:3])[CH3:2].O1CCC[CH2:15]1.C[Si]([N-][Si](C)(C)C)(C)C.[Li+].IC.C(OCC)(=O)C. Product: [C:1]([O:5][C:6]([N:8]1[CH2:12][CH2:11][CH:10]([CH3:15])[C:9]1=[O:13])=[O:7])([CH3:4])([CH3:2])[CH3:3]. The catalyst class is: 7.